Dataset: Full USPTO retrosynthesis dataset with 1.9M reactions from patents (1976-2016). Task: Predict the reactants needed to synthesize the given product. (1) Given the product [OH:21][B:17]1[C:4]2[CH:5]=[C:6]([C:9]3[CH:10]=[C:11]([CH:12]=[CH:13][CH:14]=3)[C:15]#[N:16])[CH:7]=[CH:8][C:3]=2[CH2:19][O:18]1, predict the reactants needed to synthesize it. The reactants are: C([C:3]1[CH:8]=[CH:7][C:6]([C:9]2[CH:14]=[CH:13][CH:12]=[C:11]([C:15]#[N:16])[CH:10]=2)=[CH:5][C:4]=1[B:17]1[O:21]C(C)(C)[C:19](C)(C)[O:18]1)=O.[BH4-].[Na+]. (2) The reactants are: [NH2:1][C@H:2]1[C:11]2[C:6](=[CH:7][CH:8]=[C:9]([F:12])[CH:10]=2)[N:5]([C:13](=[O:15])[CH3:14])[C@@H:4]([CH:16]2[CH2:18][CH2:17]2)[C@@H:3]1[CH3:19].Br[C:21]1[N:26]=[C:25]([C:27]#[N:28])[CH:24]=[CH:23][CH:22]=1.CC(C)([O-])C.[Na+]. Given the product [C:13]([N:5]1[C:6]2[C:11](=[CH:10][C:9]([F:12])=[CH:8][CH:7]=2)[C@H:2]([NH:1][C:21]2[N:26]=[C:25]([C:27]#[N:28])[CH:24]=[CH:23][CH:22]=2)[C@@H:3]([CH3:19])[C@@H:4]1[CH:16]1[CH2:18][CH2:17]1)(=[O:15])[CH3:14], predict the reactants needed to synthesize it.